From a dataset of Forward reaction prediction with 1.9M reactions from USPTO patents (1976-2016). Predict the product of the given reaction. Given the reactants [Cl:1][C:2]1[CH:3]=[C:4]([C@@H:9]2[CH2:14][C@H:13]([C:15]3[O:19][NH:18][C:17](=[O:20])[CH:16]=3)[CH2:12][CH2:11][N:10]2C(OC)=O)[CH:5]=[C:6]([Cl:8])[CH:7]=1.Br, predict the reaction product. The product is: [Cl:8][C:6]1[CH:5]=[C:4]([C@@H:9]2[CH2:14][C@H:13]([C:15]3[O:19][NH:18][C:17](=[O:20])[CH:16]=3)[CH2:12][CH2:11][NH:10]2)[CH:3]=[C:2]([Cl:1])[CH:7]=1.